Dataset: Full USPTO retrosynthesis dataset with 1.9M reactions from patents (1976-2016). Task: Predict the reactants needed to synthesize the given product. (1) Given the product [C:23]([C:26]1[O:27][CH:28]=[CH:29][C:30]=1[C:14]1[C:15]([OH:21])=[C:16]([C:11]([CH2:10][S:7]([C:1]2[CH:6]=[CH:5][CH:4]=[CH:3][CH:2]=2)(=[O:9])=[O:8])=[CH:12][CH:13]=1)[C:17]([O:19][CH3:20])=[O:18])(=[O:25])[CH3:24], predict the reactants needed to synthesize it. The reactants are: [C:1]1([S:7]([CH2:10][C:11]2[C:16]([C:17]([O:19][CH3:20])=[O:18])=[C:15]([OH:21])[C:14](Br)=[CH:13][CH:12]=2)(=[O:9])=[O:8])[CH:6]=[CH:5][CH:4]=[CH:3][CH:2]=1.[C:23]([C:26]1[O:27][CH:28]=[CH:29][C:30]=1B(O)O)(=[O:25])[CH3:24].O.[F-].[K+].[Br-].[Na+]. (2) Given the product [Br:20][C:5]1[C:6]([NH:9][C@@H:10]2[C@@H:15]3[CH2:16][C@@H:12]([CH:13]=[CH:14]3)[C@@H:11]2[C:17]([NH2:19])=[O:18])=[C:7]2[N:8]=[C:27]([C:26]3[CH:29]=[CH:30][C:23]([N:22]([CH3:33])[CH3:21])=[CH:24][C:25]=3[O:31][CH3:32])[NH:1][C:2]2=[N:3][CH:4]=1, predict the reactants needed to synthesize it. The reactants are: [NH2:1][C:2]1[C:7]([NH2:8])=[C:6]([NH:9][C@@H:10]2[C@@H:15]3[CH2:16][C@@H:12]([CH:13]=[CH:14]3)[C@@H:11]2[C:17]([NH2:19])=[O:18])[C:5]([Br:20])=[CH:4][N:3]=1.[CH3:21][N:22]([CH3:33])[C:23]1[CH:30]=[CH:29][C:26]([CH:27]=O)=[C:25]([O:31][CH3:32])[CH:24]=1.